This data is from Full USPTO retrosynthesis dataset with 1.9M reactions from patents (1976-2016). The task is: Predict the reactants needed to synthesize the given product. (1) Given the product [CH2:2]([O:1][C:6]1[CH:13]=[CH:12][C:9]([C:10]#[N:11])=[CH:8][N:7]=1)[CH3:3], predict the reactants needed to synthesize it. The reactants are: [O-:1][CH2:2][CH3:3].[Na+].Cl[C:6]1[CH:13]=[CH:12][C:9]([C:10]#[N:11])=[CH:8][N:7]=1. (2) Given the product [Si:45]([O:52][CH:53]1[CH2:57][CH:56]([C:58]([NH:60][NH:61][C:62]2[N:63]=[C:64]3[CH:70]=[CH:69][N:68]([S:71]([C:74]4[CH:75]=[CH:76][C:77]([CH3:78])=[CH:79][CH:80]=4)(=[O:73])=[O:72])[C:65]3=[N:66][CH:67]=2)=[O:59])[CH:55]([CH2:81][CH3:82])[CH2:54]1)([C:48]([CH3:49])([CH3:50])[CH3:51])([CH3:46])[CH3:47], predict the reactants needed to synthesize it. The reactants are: C([C@@H]1C[C@H](O)C[C@@H]1C(N(C1N=C2C=CN(S(C3C=CC(C)=CC=3)(=O)=O)C2=NC=1)N)=O)C.CC([Si](Cl)(C)C)(C)C.N1C=CN=C1.[Si:45]([O:52][C@@H:53]1[CH2:57][C@H:56]([C:58]([NH:60][NH:61][C:62]2[N:63]=[C:64]3[CH:70]=[CH:69][N:68]([S:71]([C:74]4[CH:80]=[CH:79][C:77]([CH3:78])=[CH:76][CH:75]=4)(=[O:73])=[O:72])[C:65]3=[N:66][CH:67]=2)=[O:59])[C@H:55]([CH2:81][CH3:82])[CH2:54]1)([C:48]([CH3:51])([CH3:50])[CH3:49])([CH3:47])[CH3:46]. (3) Given the product [CH3:1][C:2]1[C:3]([C:11]2[S:12][C:13]([C:22]([C:21]3[CH:25]=[CH:26][C:18]([C:16]#[N:17])=[CH:19][CH:20]=3)=[O:23])=[CH:14][CH:15]=2)=[N:4][O:5][C:6]=1[C:7]([F:8])([F:10])[F:9], predict the reactants needed to synthesize it. The reactants are: [CH3:1][C:2]1[C:3]([C:11]2[S:12][CH:13]=[CH:14][CH:15]=2)=[N:4][O:5][C:6]=1[C:7]([F:10])([F:9])[F:8].[C:16]([C:18]1[CH:26]=[CH:25][C:21]([C:22](Cl)=[O:23])=[CH:20][CH:19]=1)#[N:17]. (4) Given the product [ClH:32].[ClH:32].[CH:1]1([CH2:4][NH:5][C@@H:13]2[CH2:15][C@H:14]2[C:16]2[CH:21]=[C:20]([CH:19]=[CH:18][C:17]=2[F:31])[C:22]([NH:23][C:24]2[S:25][C:26]([CH3:29])=[N:27][N:28]=2)=[O:30])[CH2:3][CH2:2]1, predict the reactants needed to synthesize it. The reactants are: [CH:1]1([CH2:4][N:5]([C@@H:13]2[CH2:15][C@H:14]2[C:16]2[CH:21]=[C:20]([C:22](=[O:30])[NH:23][C:24]3[S:25][C:26]([CH3:29])=[N:27][N:28]=3)[CH:19]=[CH:18][C:17]=2[F:31])C(=O)OC(C)(C)C)[CH2:3][CH2:2]1.[ClH:32].CO. (5) Given the product [CH3:1][C:2]1[C:6]([S:7]([C:10]2[CH:15]=[CH:14][CH:13]=[CH:12][CH:11]=2)(=[O:9])=[O:8])=[C:5]([CH3:16])[NH:4][C:3]=1[C:17]([OH:19])=[O:18], predict the reactants needed to synthesize it. The reactants are: [CH3:1][C:2]1[C:6]([S:7]([C:10]2[CH:15]=[CH:14][CH:13]=[CH:12][CH:11]=2)(=[O:9])=[O:8])=[C:5]([CH3:16])[NH:4][C:3]=1[C:17]([O:19]CC)=[O:18].O.[OH-].[Li+]. (6) Given the product [CH:1]1([CH2:7][C@H:8]([CH2:12][C:13]([N:15]2[CH2:20][CH2:19][O:18][CH2:17][CH2:16]2)=[O:14])[C:9]([NH:28][C@H:29]([CH:30]([OH:31])[C:32]2[N:36]=[C:35]([C:37]([F:40])([F:39])[F:38])[O:34][N:33]=2)[CH2:41][CH3:42])=[O:11])[CH2:2][CH2:3][CH2:4][CH2:5][CH2:6]1, predict the reactants needed to synthesize it. The reactants are: [CH:1]1([CH2:7][C@H:8]([CH2:12][C:13]([N:15]2[CH2:20][CH2:19][O:18][CH2:17][CH2:16]2)=[O:14])[C:9]([OH:11])=O)[CH2:6][CH2:5][CH2:4][CH2:3][CH2:2]1.FC(F)(F)C(O)=O.[NH2:28][CH:29]([CH2:41][CH3:42])[C@@H:30]([C:32]1[N:36]=[C:35]([C:37]([F:40])([F:39])[F:38])[O:34][N:33]=1)[OH:31].F[P-](F)(F)(F)(F)F.N1(OC(N(C)C)=[N+](C)C)C2N=CC=CC=2N=N1.